From a dataset of Retrosynthesis with 50K atom-mapped reactions and 10 reaction types from USPTO. Predict the reactants needed to synthesize the given product. (1) Given the product CS(=O)(=O)CCNC1CC1, predict the reactants needed to synthesize it. The reactants are: CC(C)(C)OC(=O)N(CCS(C)(=O)=O)C1CC1. (2) Given the product CCOC(OCC)[C@H](C)N(Cc1cccc2cccnc12)C(=O)[C@H](Cc1c(C)cc(O)cc1C)NC(=O)OCC1c2ccccc2-c2ccccc21, predict the reactants needed to synthesize it. The reactants are: CCOC(OCC)[C@H](C)NCc1cccc2cccnc12.Cc1cc(O)cc(C)c1C[C@H](NC(=O)OCC1c2ccccc2-c2ccccc21)C(=O)O. (3) Given the product CN1CCN(c2c(F)c(NCc3ccccc3)c3c(=O)c(C(=O)O)cn(C4CC4)c3c2F)CC1, predict the reactants needed to synthesize it. The reactants are: CN1CCN(c2c(F)c(F)c3c(=O)c(C(=O)O)cn(C4CC4)c3c2F)CC1.NCc1ccccc1. (4) Given the product FCCOc1cccc(COCc2ccccc2)c1, predict the reactants needed to synthesize it. The reactants are: BrCc1ccccc1.OCc1cccc(OCCF)c1. (5) Given the product COc1cc(OCC2CC2)c(-c2ncnc3c(C(=O)N[C@H](Cc4ccc(C(C)(C)C)cc4)C(=O)N4CCC(N5N=C(c6ccc(OC)c(OC)c6)[C@H]6CCCC[C@H]6C5=O)CC4)c(C)[nH]c23)cc1F, predict the reactants needed to synthesize it. The reactants are: COc1cc(OCC2CC2)c(-c2ncnc3c(C(=O)O)c(C)[nH]c23)cc1F.COc1ccc(C2=NN(C3CCN(C(=O)[C@H](N)Cc4ccc(C(C)(C)C)cc4)CC3)C(=O)[C@@H]3CCCC[C@H]23)cc1OC. (6) The reactants are: CNCCc1ccncc1.O=S(=O)(Cl)C1CCCCC1. Given the product CN(CCc1ccncc1)S(=O)(=O)C1CCCCC1, predict the reactants needed to synthesize it.